Dataset: Reaction yield outcomes from USPTO patents with 853,638 reactions. Task: Predict the reaction yield, written as a fraction of the theoretical maximum amount of product (1.0 means a 100% yield; for example, 0.34 means a 34% yield). The reactants are [CH3:1][N:2]([CH2:13][C:14]1[N:18]([CH2:19][C:20]2[CH:27]=[CH:26][C:23]([C:24]#[N:25])=[CH:22][CH:21]=2)[C:17]2[CH:28]=[CH:29][CH:30]=[CH:31][C:16]=2[N:15]=1)[CH:3]1[C:12]2[N:11]=[CH:10][CH:9]=[CH:8][C:7]=2[CH2:6][CH2:5][CH2:4]1. The catalyst is N.CO.[Ni]. The product is [NH2:25][CH2:24][C:23]1[CH:26]=[CH:27][C:20]([CH2:19][N:18]2[C:17]3[CH:28]=[CH:29][CH:30]=[CH:31][C:16]=3[N:15]=[C:14]2[CH2:13][N:2]([CH3:1])[CH:3]2[C:12]3[N:11]=[CH:10][CH:9]=[CH:8][C:7]=3[CH2:6][CH2:5][CH2:4]2)=[CH:21][CH:22]=1. The yield is 0.850.